Dataset: Forward reaction prediction with 1.9M reactions from USPTO patents (1976-2016). Task: Predict the product of the given reaction. (1) Given the reactants C(=O)([O-])N.[C:5]([N:8]1[C@@H:17]([CH:18]2[CH2:20][CH2:19]2)[C@H:16]([CH3:21])[C@@H:15]([NH:22][C:23]2[CH:28]=[CH:27][CH:26]=[CH:25][CH:24]=2)[C:14]2[N:13]=[C:12]([N:29]3[CH2:34][CH2:33][CH:32]([NH:35]C(=O)OC(C)(C)C)[CH2:31][CH2:30]3)[CH:11]=[CH:10][C:9]1=2)(=[O:7])[CH3:6].Cl, predict the reaction product. The product is: [NH2:35][CH:32]1[CH2:31][CH2:30][N:29]([C:12]2[N:13]=[C:14]3[C:9](=[CH:10][CH:11]=2)[N:8]([C:5](=[O:7])[CH3:6])[C@@H:17]([CH:18]2[CH2:19][CH2:20]2)[C@H:16]([CH3:21])[C@H:15]3[NH:22][C:23]2[CH:24]=[CH:25][CH:26]=[CH:27][CH:28]=2)[CH2:34][CH2:33]1. (2) Given the reactants [NH:1]1[CH2:6][CH2:5][O:4][CH2:3][CH2:2]1.Cl[C:8]1[CH:13]=[C:12]([NH2:14])[C:11]([F:15])=[CH:10][N:9]=1.[Cl-].[NH4+], predict the reaction product. The product is: [F:15][C:11]1[C:12]([NH2:14])=[CH:13][C:8]([N:1]2[CH2:6][CH2:5][O:4][CH2:3][CH2:2]2)=[N:9][CH:10]=1. (3) Given the reactants C(OC(=O)[NH:7][C:8]1[CH:13]=[C:12]([NH:14][CH2:15][CH:16]([CH3:18])[CH3:17])[C:11]([Cl:19])=[CH:10][C:9]=1[NH:20][C:21](=[O:38])[CH2:22][C:23]([C:25]1[CH:30]=[CH:29][CH:28]=[C:27]([C:31]2[CH:36]=[CH:35][N:34]=[C:33]([CH3:37])[CH:32]=2)[CH:26]=1)=O)(C)(C)C.C(O)(C(F)(F)F)=O, predict the reaction product. The product is: [Cl:19][C:11]1[C:12]([NH:14][CH2:15][CH:16]([CH3:18])[CH3:17])=[CH:13][C:8]2[N:7]=[C:23]([C:25]3[CH:30]=[CH:29][CH:28]=[C:27]([C:31]4[CH:36]=[CH:35][N:34]=[C:33]([CH3:37])[CH:32]=4)[CH:26]=3)[CH2:22][C:21](=[O:38])[NH:20][C:9]=2[CH:10]=1.